Task: Predict the product of the given reaction.. Dataset: Forward reaction prediction with 1.9M reactions from USPTO patents (1976-2016) (1) Given the reactants P(Cl)(Cl)(Cl)=O.CN(C)[CH:8]=[O:9].[CH3:11][O:12][C:13]1[CH:18]=[CH:17][C:16]([N:19]2[C:23]([C:24]3[C:25]([CH3:30])=[N:26][O:27][C:28]=3[CH3:29])=[CH:22][C:21]([CH2:31][CH2:32][CH3:33])=[N:20]2)=[CH:15][CH:14]=1.C(Cl)Cl, predict the reaction product. The product is: [CH3:30][C:25]1[C:24]([C:23]2[N:19]([C:16]3[CH:17]=[CH:18][C:13]([O:12][CH3:11])=[CH:14][CH:15]=3)[N:20]=[C:21]([CH2:31][CH2:32][CH3:33])[C:22]=2[CH:8]=[O:9])=[C:28]([CH3:29])[O:27][N:26]=1. (2) Given the reactants [NH2:1][C:2]1[CH:3]=[C:4]([CH:8]=[C:9]([CH:11]=[CH2:12])[CH:10]=1)[C:5]([OH:7])=[O:6], predict the reaction product. The product is: [NH2:1][C:2]1[CH:3]=[C:4]([CH:8]=[C:9]([CH2:11][CH3:12])[CH:10]=1)[C:5]([OH:7])=[O:6]. (3) Given the reactants [H-].[Na+].[CH:3]1([C:9]2([CH3:19])[C:14](=[O:15])[N:13]([CH3:16])[C:12](=[O:17])[NH:11][C:10]2=[O:18])[CH2:8][CH2:7][CH2:6][CH:5]=[CH:4]1.Br.Br[CH2:22][C:23]([C:25]1[CH:26]=[N:27][CH:28]=[CH:29][CH:30]=1)=[O:24], predict the reaction product. The product is: [CH:3]1([C:9]2([CH3:19])[C:14](=[O:15])[N:13]([CH3:16])[C:12](=[O:17])[N:11]([CH2:22][C:23](=[O:24])[C:25]3[CH:26]=[N:27][CH:28]=[CH:29][CH:30]=3)[C:10]2=[O:18])[CH2:8][CH2:7][CH2:6][CH:5]=[CH:4]1. (4) Given the reactants Br[C:2]1[CH:3]=[C:4]2[C:8](=[CH:9][CH:10]=1)[C:7](=[O:11])[N:6]([CH:12]([CH3:14])[CH3:13])[CH2:5]2.[CH:15]([C:17]1[S:21][C:20](B(O)O)=[CH:19][CH:18]=1)=[O:16], predict the reaction product. The product is: [CH:12]([N:6]1[CH2:5][C:4]2[C:8](=[CH:9][CH:10]=[C:2]([C:20]3[S:21][C:17]([CH:15]=[O:16])=[CH:18][CH:19]=3)[CH:3]=2)[C:7]1=[O:11])([CH3:14])[CH3:13]. (5) Given the reactants [Br:1][C:2]1[CH:7]=[CH:6][C:5]([NH:8][NH2:9])=[CH:4][C:3]=1[O:10][CH3:11].CO[CH:14]([CH3:22])[C:15](OC)(OC)OC, predict the reaction product. The product is: [Br:1][C:2]1[CH:7]=[CH:6][C:5]([N:8]2[CH:22]=[CH:14][CH:15]=[N:9]2)=[CH:4][C:3]=1[O:10][CH3:11].